This data is from Catalyst prediction with 721,799 reactions and 888 catalyst types from USPTO. The task is: Predict which catalyst facilitates the given reaction. (1) Reactant: [NH2:1][C:2]1[CH:7]=[CH:6][C:5]([C:8]([OH:17])([C:13]([F:16])([F:15])[F:14])[C:9]([F:12])([F:11])[F:10])=[CH:4][CH:3]=1.[CH3:18][C:19](OC(C)=O)=[O:20]. Product: [F:16][C:13]([F:14])([F:15])[C:8]([C:5]1[CH:4]=[CH:3][C:2]([NH:1][C:19](=[O:20])[CH3:18])=[CH:7][CH:6]=1)([OH:17])[C:9]([F:10])([F:11])[F:12]. The catalyst class is: 17. (2) The catalyst class is: 26. Reactant: [CH2:1]([N:3]([CH3:24])[C:4]([CH:6]1[CH2:9][C:8]([C:11]2[CH:16]=[CH:15][C:14]([CH2:17][N:18]3[CH2:22][CH2:21][CH2:20][CH2:19]3)=[C:13]([F:23])[CH:12]=2)(O)[CH2:7]1)=[O:5])[CH3:2].[F:25][C:26]([F:31])([F:30])[C:27]([OH:29])=[O:28]. Product: [F:25][C:26]([F:31])([F:30])[C:27]([OH:29])=[O:28].[CH2:1]([N:3]([CH3:24])[C:4]([CH:6]1[CH2:9][C:8]([C:11]2[CH:16]=[CH:15][C:14]([CH2:17][N:18]3[CH2:22][CH2:21][CH2:20][CH2:19]3)=[C:13]([F:23])[CH:12]=2)=[CH:7]1)=[O:5])[CH3:2]. (3) Reactant: [CH:1]1([CH2:6][CH:7]([C:11]2[CH:16]=[CH:15][C:14]([N+:17]([O-:19])=[O:18])=[CH:13][CH:12]=2)[C:8]([OH:10])=O)[CH2:5][CH2:4][CH2:3][CH2:2]1.F[P-](F)(F)(F)(F)F.N1(OC(N(C)C)=[N+](C)C)C2C=CC=CC=2N=N1.[CH2:44]([O:46][C:47](=[O:55])[CH2:48][C:49]1[N:50]=[C:51]([NH2:54])[S:52][CH:53]=1)[CH3:45].C(N(CC)C(C)C)(C)C.Cl. Product: [CH2:44]([O:46][C:47](=[O:55])[CH2:48][C:49]1[N:50]=[C:51]([NH:54][C:8](=[O:10])[CH:7]([C:11]2[CH:16]=[CH:15][C:14]([N+:17]([O-:19])=[O:18])=[CH:13][CH:12]=2)[CH2:6][CH:1]2[CH2:2][CH2:3][CH2:4][CH2:5]2)[S:52][CH:53]=1)[CH3:45]. The catalyst class is: 9. (4) Reactant: [C:1]([C:3]1[NH:4][CH:5]=[CH:6][CH:7]=1)#[N:2].[N-:8]=[N+:9]=[N-:10].[Na+].[Cl-].[NH4+].O. Product: [NH:4]1[CH:5]=[CH:6][CH:7]=[C:3]1[C:1]1[N:8]=[N:9][NH:10][N:2]=1. The catalyst class is: 3. (5) Reactant: [C:1]([CH:4]1[C:9](=O)[CH2:8][CH2:7][N:6]([C:11]([O:13][C:14]([CH3:17])([CH3:16])[CH3:15])=[O:12])[CH2:5]1)(=O)[CH3:2].[NH2:18][NH2:19].O. Product: [CH3:2][C:1]1[C:4]2[CH2:5][N:6]([C:11]([O:13][C:14]([CH3:17])([CH3:16])[CH3:15])=[O:12])[CH2:7][CH2:8][C:9]=2[NH:19][N:18]=1. The catalyst class is: 14. (6) Reactant: [CH2:1]([N:5]1[CH:9]=[C:8]([CH:10]([O:13][CH3:14])[O:11][CH3:12])[N:7]=[C:6]1[C:15]1[CH:20]=[CH:19][CH:18]=[CH:17][CH:16]=1)[CH2:2][CH2:3][CH3:4].[Li]CCCC.CN([CH:29]=[O:30])C.[Cl-].[NH4+]. Product: [CH2:1]([N:5]1[C:9]([CH:29]=[O:30])=[C:8]([CH:10]([O:13][CH3:14])[O:11][CH3:12])[N:7]=[C:6]1[C:15]1[CH:16]=[CH:17][CH:18]=[CH:19][CH:20]=1)[CH2:2][CH2:3][CH3:4]. The catalyst class is: 13. (7) Reactant: [NH2:1][C:2]1[C:11]([CH2:12][OH:13])=[C:10]([C:14]2[CH:15]=[C:16]3[C:21](=[CH:22][CH:23]=2)[O:20][CH2:19][CH2:18][CH2:17]3)[C:5]([C:6]([O:8][CH3:9])=[O:7])=[C:4]([CH3:24])[N:3]=1.C1C=C[NH+]=CC=1.[O-][Cr](Cl)(=O)=O. Product: [NH2:1][C:2]1[C:11]([CH:12]=[O:13])=[C:10]([C:14]2[CH:15]=[C:16]3[C:21](=[CH:22][CH:23]=2)[O:20][CH2:19][CH2:18][CH2:17]3)[C:5]([C:6]([O:8][CH3:9])=[O:7])=[C:4]([CH3:24])[N:3]=1. The catalyst class is: 4.